The task is: Predict which catalyst facilitates the given reaction.. This data is from Catalyst prediction with 721,799 reactions and 888 catalyst types from USPTO. (1) Reactant: [F:1][C:2]1[CH:11]=[CH:10][C:5]([C:6](=O)[CH2:7]Br)=[CH:4][CH:3]=1.[CH2:12]([O:19][C:20]([N:22]1[CH2:27][CH2:26][CH2:25][C@H:24]([C:28](=[O:30])[NH2:29])[CH2:23]1)=[O:21])[C:13]1[CH:18]=[CH:17][CH:16]=[CH:15][CH:14]=1.C(OCC)(=O)C. Product: [CH2:12]([O:19][C:20]([N:22]1[CH2:27][CH2:26][CH2:25][C@H:24]([C:28]2[O:30][CH:7]=[C:6]([C:5]3[CH:10]=[CH:11][C:2]([F:1])=[CH:3][CH:4]=3)[N:29]=2)[CH2:23]1)=[O:21])[C:13]1[CH:14]=[CH:15][CH:16]=[CH:17][CH:18]=1. The catalyst class is: 60. (2) Product: [CH3:19][O:18][C:15]1[CH:16]=[CH:17][C:12]([CH:8]2[CH2:7][N:6]([CH3:20])[CH2:5][C:4]3[N:3]=[C:2]([C:29]#[C:28][CH2:27][CH2:26][N:30]4[CH2:35][CH2:34][CH2:33][CH2:32][CH2:31]4)[CH:11]=[CH:10][C:9]2=3)=[CH:13][CH:14]=1. Reactant: Cl[C:2]1[CH:11]=[CH:10][C:9]2[CH:8]([C:12]3[CH:17]=[CH:16][C:15]([O:18][CH3:19])=[CH:14][CH:13]=3)[CH2:7][N:6]([CH3:20])[CH2:5][C:4]=2[N:3]=1.N(CC)CC.[CH2:26]([N:30]1[CH2:35][CH2:34][CH2:33][CH2:32][CH2:31]1)[CH2:27][C:28]#[CH:29].C1C=CC(P(C2C=CC=CC=2)C2C=CC=CC=2)=CC=1. The catalyst class is: 654. (3) Reactant: C[O:2][C:3]1[CH:8]=[C:7]([CH2:9][NH+:10]([O-])[C:11](=[O:20])[O:12][CH2:13][C:14]2[CH:15]=[N:16][CH:17]=[CH:18][CH:19]=2)[CH:6]=[CH:5][N:4]=1.C(Cl)(=[O:24])C.CC(C)=O.O. Product: [OH:24][N:4]1[CH:5]=[CH:6][C:7]([CH2:9][NH:10][C:11](=[O:20])[O:12][CH2:13][C:14]2[CH:15]=[N:16][CH:17]=[CH:18][CH:19]=2)=[CH:8][C:3]1=[O:2]. The catalyst class is: 4. (4) Reactant: [N+:1]([C:4]1[CH:12]=[CH:11][CH:10]=[CH:9][C:5]=1[C:6]([NH2:8])=O)([O-:3])=[O:2].COC1C=CC(P2(SP(C3C=CC(OC)=CC=3)(=S)S2)=[S:22])=CC=1. Product: [N+:1]([C:4]1[CH:12]=[CH:11][CH:10]=[CH:9][C:5]=1[C:6](=[S:22])[NH2:8])([O-:3])=[O:2]. The catalyst class is: 1. (5) Reactant: [Cl:1][C:2]1[C:3]([NH:9][CH:10]2[CH2:15][CH2:14][N:13]([CH3:16])[CH2:12][CH2:11]2)=[CH:4][C:5]([NH2:8])=[N:6][CH:7]=1.Br[C:18]1[C:23]([C:24]#[N:25])=[N:22][CH:21]=[CH:20][N:19]=1.C1C=CC(P(C2C(C3C(P(C4C=CC=CC=4)C4C=CC=CC=4)=CC=C4C=3C=CC=C4)=C3C(C=CC=C3)=CC=2)C2C=CC=CC=2)=CC=1.CC(C)([O-])C.[Na+]. Product: [Cl:1][C:2]1[C:3]([NH:9][CH:10]2[CH2:15][CH2:14][N:13]([CH3:16])[CH2:12][CH2:11]2)=[CH:4][C:5]([NH:8][C:20]2[N:19]=[CH:18][C:23]([C:24]#[N:25])=[N:22][CH:21]=2)=[N:6][CH:7]=1. The catalyst class is: 12. (6) Reactant: [OH:1][C:2]1[C:7]([C:8]2[NH:12][C:11]3[CH:13]=[CH:14][C:15]([C:17]([NH2:19])=[NH:18])=[CH:16][C:10]=3[N:9]=2)=[CH:6][C:5]([C:20]2[NH:24][N:23]=[N:22][N:21]=2)=[CH:4][C:3]=1[C:25]1[CH:30]=[CH:29][CH:28]=[C:27]([CH2:31][NH2:32])[C:26]=1[OH:33].C(N(CC)CC)C.[O-:41][C:42]#[N:43].[K+].Cl. Product: [OH:1][C:2]1[C:7]([C:8]2[NH:12][C:11]3[CH:13]=[CH:14][C:15]([C:17]([NH2:19])=[NH:18])=[CH:16][C:10]=3[N:9]=2)=[CH:6][C:5]([C:20]2[NH:24][N:23]=[N:22][N:21]=2)=[CH:4][C:3]=1[C:25]1[CH:30]=[CH:29][CH:28]=[C:27]([CH2:31][NH:32][C:42]([NH2:43])=[O:41])[C:26]=1[OH:33]. The catalyst class is: 5. (7) Reactant: O.O.[Sn](Cl)Cl.[CH3:6][C:7]([C:11]1[C:16]([C:17]([F:20])([F:19])[F:18])=[CH:15][C:14]([N+:21]([O-])=O)=[CH:13][N:12]=1)([CH3:10])[C:8]#[N:9].[OH-].[Na+]. Product: [NH2:21][C:14]1[CH:15]=[C:16]([C:17]([F:20])([F:18])[F:19])[C:11]([C:7]([CH3:10])([CH3:6])[C:8]#[N:9])=[N:12][CH:13]=1. The catalyst class is: 425.